Dataset: Reaction yield outcomes from USPTO patents with 853,638 reactions. Task: Predict the reaction yield, written as a fraction of the theoretical maximum amount of product (1.0 means a 100% yield; for example, 0.34 means a 34% yield). The reactants are [CH2:1]([O:5][C:6]([C:8]1[N:9]=[CH:10][C:11]2[C:16]([C:17]=1[OH:18])=[CH:15][CH:14]=[C:13]([O:19][C:20]1[CH:25]=[CH:24][C:23]([O:26][CH3:27])=[CH:22][CH:21]=1)[CH:12]=2)=[O:7])CCC.C[O-].[Na+].CO.Cl. The catalyst is CN(C=O)C.O. The product is [CH3:1][O:5][C:6]([C:8]1[N:9]=[CH:10][C:11]2[C:16]([C:17]=1[OH:18])=[CH:15][CH:14]=[C:13]([O:19][C:20]1[CH:25]=[CH:24][C:23]([O:26][CH3:27])=[CH:22][CH:21]=1)[CH:12]=2)=[O:7]. The yield is 0.850.